From a dataset of Full USPTO retrosynthesis dataset with 1.9M reactions from patents (1976-2016). Predict the reactants needed to synthesize the given product. (1) Given the product [CH2:13]([O:20][C:6]1[CH:7]=[C:2]([F:1])[C:3]([N+:10]([O-:12])=[O:11])=[CH:4][C:5]=1[F:9])[C:14]1[CH:19]=[CH:18][CH:17]=[CH:16][CH:15]=1, predict the reactants needed to synthesize it. The reactants are: [F:1][C:2]1[CH:7]=[C:6](F)[C:5]([F:9])=[CH:4][C:3]=1[N+:10]([O-:12])=[O:11].[CH2:13]([OH:20])[C:14]1[CH:19]=[CH:18][CH:17]=[CH:16][CH:15]=1.C([O-])([O-])=O.[K+].[K+].O. (2) Given the product [Br:20][CH2:31][CH2:30][C@H:29]([C:26]1[CH:27]=[CH:28][C:23]([Cl:22])=[CH:24][CH:25]=1)[CH3:33], predict the reactants needed to synthesize it. The reactants are: C1(P(C2C=CC=CC=2)C2C=CC=CC=2)C=CC=CC=1.[Br:20]Br.[Cl:22][C:23]1[CH:28]=[CH:27][C:26]([C@H:29]([CH3:33])[CH2:30][CH2:31]O)=[CH:25][CH:24]=1. (3) Given the product [F:1][C:2]1[CH:19]=[CH:18][C:5]([CH2:6][CH2:7][C:8]2[C:9]([C:14]([O:16][CH3:17])=[O:15])=[N+:10]([O-:28])[CH:11]=[CH:12][CH:13]=2)=[CH:4][CH:3]=1, predict the reactants needed to synthesize it. The reactants are: [F:1][C:2]1[CH:19]=[CH:18][C:5]([CH2:6][CH2:7][C:8]2[C:9]([C:14]([O:16][CH3:17])=[O:15])=[N:10][CH:11]=[CH:12][CH:13]=2)=[CH:4][CH:3]=1.C1C=C(Cl)C=C(C(OO)=[O:28])C=1. (4) Given the product [C:1]([O:5][C:6](=[O:22])[NH:7][C@H:8]1[CH2:13][C@@H:12]([C:14]2[CH:15]=[CH:16][CH:17]=[CH:18][CH:19]=2)[C@@H:11]([CH3:20])[N:10]([CH2:36][C:35]([CH3:37])=[CH2:34])[C:9]1=[O:21])([CH3:2])([CH3:4])[CH3:3], predict the reactants needed to synthesize it. The reactants are: [C:1]([O:5][C:6](=[O:22])[NH:7][C@H:8]1[CH2:13][C@@H:12]([C:14]2[CH:19]=[CH:18][CH:17]=[CH:16][CH:15]=2)[C@@H:11]([CH3:20])[NH:10][C:9]1=[O:21])([CH3:4])([CH3:3])[CH3:2].C[Si]([N-][Si](C)(C)C)(C)C.[Li+].Br[CH2:34][C:35]([CH3:37])=[CH2:36].[I-].[Na+].